Dataset: Forward reaction prediction with 1.9M reactions from USPTO patents (1976-2016). Task: Predict the product of the given reaction. Given the reactants Cl[CH2:2][CH:3]([NH:7][C:8]([C:10]1[C:14]2[CH:15]=[C:16]([N:19]3[C:24](=[O:25])[CH:23]=[C:22]([C:26]([F:29])([F:28])[F:27])[N:21]([CH3:30])[C:20]3=[O:31])[CH:17]=[CH:18][C:13]=2[S:12][N:11]=1)=[O:9])[CH:4]([CH3:6])[CH3:5].[H-].[Na+], predict the reaction product. The product is: [CH:4]([CH:3]1[CH2:2][O:9][C:8]([C:10]2[C:14]3[CH:15]=[C:16]([N:19]4[C:24](=[O:25])[CH:23]=[C:22]([C:26]([F:28])([F:29])[F:27])[N:21]([CH3:30])[C:20]4=[O:31])[CH:17]=[CH:18][C:13]=3[S:12][N:11]=2)=[N:7]1)([CH3:5])[CH3:6].